Task: Predict the product of the given reaction.. Dataset: Forward reaction prediction with 1.9M reactions from USPTO patents (1976-2016) (1) Given the reactants [C:1]([C:4]1[C:9]([C:10]2[CH:15]=[CH:14][CH:13]=[CH:12][CH:11]=2)=[N:8][N:7]([CH2:16][CH3:17])[C:6](=[O:18])[C:5]=1[N+:19]([O-])=O)(=[O:3])[CH3:2].N[C:23]1[CH:24]=[CH:25][C:26]([Br:33])=[C:27]2[C:32]=1[N:31]=[CH:30][CH:29]=[CH:28]2, predict the reaction product. The product is: [C:1]([C:4]1[C:9]([C:10]2[CH:15]=[CH:14][CH:13]=[CH:12][CH:11]=2)=[N:8][N:7]([CH2:16][CH3:17])[C:6](=[O:18])[C:5]=1[NH:19][C:23]1[CH:24]=[CH:25][C:26]([Br:33])=[C:27]2[C:32]=1[N:31]=[CH:30][CH:29]=[CH:28]2)(=[O:3])[CH3:2]. (2) Given the reactants C([O:3][C:4](=[O:19])[C@@H:5]([O:17][CH3:18])[CH2:6][C:7]1[CH:12]=[CH:11][C:10]([O:13][CH2:14][CH2:15]Br)=[CH:9][CH:8]=1)C.[OH:20][C:21]1[CH:26]=[CH:25][C:24]([NH:27][C:28]([C:30]2[O:31][CH:32]=[CH:33][CH:34]=2)=[O:29])=[CH:23][CH:22]=1, predict the reaction product. The product is: [O:31]1[CH:32]=[CH:33][CH:34]=[C:30]1[C:28]([NH:27][C:24]1[CH:23]=[CH:22][C:21]([O:20][CH2:15][CH2:14][O:13][C:10]2[CH:9]=[CH:8][C:7]([CH2:6][C@H:5]([O:17][CH3:18])[C:4]([OH:3])=[O:19])=[CH:12][CH:11]=2)=[CH:26][CH:25]=1)=[O:29]. (3) Given the reactants [Br:1][C:2]1[CH:8]=[CH:7][CH:6]=[CH:5][C:3]=1[NH2:4].[I:9][C:10]1[CH:19]=[CH:18]C2C(=CC=CC=2)N=1.N1C2C(=CC=CC=2)C=CC=1, predict the reaction product. The product is: [Br:1][C:2]1[CH:8]=[CH:7][CH:6]=[C:5]2[C:3]=1[N:4]=[CH:18][CH:19]=[C:10]2[I:9]. (4) The product is: [CH3:1][O:2][C:3]1[CH:4]=[C:5]([C:25]([NH2:28])=[O:26])[C:6]2[CH2:7][CH:8]([C:17]3[CH:22]=[CH:21][C:20]([O:23][CH3:24])=[CH:19][CH:18]=3)[CH:9]3[CH:14]([C:15]=2[CH:16]=1)[CH2:13][CH2:12][CH2:11][CH2:10]3. Given the reactants [CH3:1][O:2][C:3]1[CH:4]=[C:5]([C:25](Cl)=[O:26])[C:6]2[CH2:7][CH:8]([C:17]3[CH:22]=[CH:21][C:20]([O:23][CH3:24])=[CH:19][CH:18]=3)[CH:9]3[CH:14]([C:15]=2[CH:16]=1)[CH2:13][CH2:12][CH2:11][CH2:10]3.[NH4+:28].[OH-].C(OCC)C, predict the reaction product. (5) Given the reactants [N+:1]([C:4]1[C:5]([C:10]([OH:12])=O)=[N:6][CH:7]=[CH:8][CH:9]=1)([O-:3])=[O:2].Cl.CN.C(Cl)CCl.C1C=CC2N(O)N=[N:26][C:24]=2C=1.CCN(C(C)C)C(C)C, predict the reaction product. The product is: [CH3:24][NH:26][C:10](=[O:12])[C:5]1[C:4]([N+:1]([O-:3])=[O:2])=[CH:9][CH:8]=[CH:7][N:6]=1. (6) Given the reactants [CH3:1][N:2]1[C:10]2[C:5](=[CH:6][C:7]([N+:11]([O-])=O)=[CH:8][N:9]=2)[CH:4]=[CH:3]1.[Cl-].[NH4+].CO, predict the reaction product. The product is: [NH2:11][C:7]1[CH:6]=[C:5]2[C:10](=[N:9][CH:8]=1)[N:2]([CH3:1])[CH:3]=[CH:4]2.